This data is from Forward reaction prediction with 1.9M reactions from USPTO patents (1976-2016). The task is: Predict the product of the given reaction. Given the reactants [C:1]1([OH:11])[C:10]2[C:5](=[CH:6][CH:7]=[CH:8][CH:9]=2)[CH:4]=[CH:3][CH:2]=1.[CH3:12][CH:13](O)[C:14]#[CH:15].C1C=CC(P(C2C=CC=CC=2)C2C=CC=CC=2)=CC=1.CCOC(/N=N/C(OCC)=O)=O, predict the reaction product. The product is: [CH3:15][CH:14]([O:11][C:1]1[C:10]2[C:5](=[CH:6][CH:7]=[CH:8][CH:9]=2)[CH:4]=[CH:3][CH:2]=1)[C:13]#[CH:12].